This data is from Forward reaction prediction with 1.9M reactions from USPTO patents (1976-2016). The task is: Predict the product of the given reaction. Given the reactants [CH3:1][C:2]1[S:3][C:4]2[CH:10]=[CH:9][C:8]([O:11][CH2:12][CH2:13][C@H:14]3[NH:19][CH2:18][CH2:17][N:16]([C:20]([O:22][CH2:23][C:24]4[CH:29]=[CH:28][CH:27]=[CH:26][CH:25]=4)=[O:21])[CH2:15]3)=[CH:7][C:5]=2[N:6]=1.[CH3:30][O:31][C:32]([NH:34][C@H:35]1[CH2:40][CH2:39][CH2:38][CH2:37][C@@H:36]1[N:41]1[C:45]([C:46]2[CH:51]=[CH:50][CH:49]=[CH:48][CH:47]=2)=[C:44]([C:52](O)=[O:53])[N:43]=[CH:42]1)=[O:33].CCN=C=NCCCN(C)C.Cl.C1C=CC2N(O)N=NC=2C=1.C(N(CC)C(C)C)(C)C.C(=O)([O-])O.[Na+], predict the reaction product. The product is: [CH3:30][O:31][C:32]([NH:34][C@H:35]1[CH2:40][CH2:39][CH2:38][CH2:37][C@@H:36]1[N:41]1[C:45]([C:46]2[CH:47]=[CH:48][CH:49]=[CH:50][CH:51]=2)=[C:44]([C:52]([N:19]2[CH2:18][CH2:17][N:16]([C:20]([O:22][CH2:23][C:24]3[CH:29]=[CH:28][CH:27]=[CH:26][CH:25]=3)=[O:21])[CH2:15][C@H:14]2[CH2:13][CH2:12][O:11][C:8]2[CH:9]=[CH:10][C:4]3[S:3][C:2]([CH3:1])=[N:6][C:5]=3[CH:7]=2)=[O:53])[N:43]=[CH:42]1)=[O:33].